From a dataset of Reaction yield outcomes from USPTO patents with 853,638 reactions. Predict the reaction yield, written as a fraction of the theoretical maximum amount of product (1.0 means a 100% yield; for example, 0.34 means a 34% yield). (1) The reactants are [CH3:1][O:2][C:3]1[CH:4]=[C:5]([NH:15][C:16]([NH2:18])=[S:17])[CH:6]=[CH:7][C:8]=1[N:9]1[CH:13]=[C:12]([CH3:14])[N:11]=[CH:10]1.Br[CH:20]1[C:25](=O)[CH:24]([C:27]2[CH:32]=[CH:31][C:30]([Cl:33])=[C:29]([C:34]([F:37])([F:36])[F:35])[CH:28]=2)[CH2:23][CH2:22][CH2:21]1. The catalyst is C(O)C. The product is [Cl:33][C:30]1[CH:31]=[CH:32][C:27]([CH:24]2[C:23]3[N:18]=[C:16]([NH:15][C:5]4[CH:6]=[CH:7][C:8]([N:9]5[CH:13]=[C:12]([CH3:14])[N:11]=[CH:10]5)=[C:3]([O:2][CH3:1])[CH:4]=4)[S:17][C:22]=3[CH2:21][CH2:20][CH2:25]2)=[CH:28][C:29]=1[C:34]([F:35])([F:36])[F:37]. The yield is 0.290. (2) The reactants are Cl.[NH2:2][C@H:3]([C:6]1[CH:11]=[CH:10][C:9]([F:12])=[CH:8][C:7]=1[F:13])[CH2:4][OH:5].CCN(CC)CC.P=PP.C1C[O:27][CH2:26]C1. No catalyst specified. The product is [F:13][C:7]1[CH:8]=[C:9]([F:12])[CH:10]=[CH:11][C:6]=1[C@@H:3]1[CH2:4][O:5][C:26](=[O:27])[NH:2]1. The yield is 0.910.